Dataset: NCI-60 drug combinations with 297,098 pairs across 59 cell lines. Task: Regression. Given two drug SMILES strings and cell line genomic features, predict the synergy score measuring deviation from expected non-interaction effect. (1) Drug 1: CC1OCC2C(O1)C(C(C(O2)OC3C4COC(=O)C4C(C5=CC6=C(C=C35)OCO6)C7=CC(=C(C(=C7)OC)O)OC)O)O. Synergy scores: CSS=41.3, Synergy_ZIP=-0.729, Synergy_Bliss=2.62, Synergy_Loewe=-21.5, Synergy_HSA=3.09. Drug 2: C(=O)(N)NO. Cell line: DU-145. (2) Drug 1: C1=C(C(=O)NC(=O)N1)F. Drug 2: C1CCC(C(C1)N)N.C(=O)(C(=O)[O-])[O-].[Pt+4]. Cell line: UACC-257. Synergy scores: CSS=24.0, Synergy_ZIP=1.80, Synergy_Bliss=5.43, Synergy_Loewe=4.57, Synergy_HSA=4.68. (3) Drug 1: CC(C)(C#N)C1=CC(=CC(=C1)CN2C=NC=N2)C(C)(C)C#N. Drug 2: C1C(C(OC1N2C=NC(=NC2=O)N)CO)O. Cell line: HL-60(TB). Synergy scores: CSS=26.7, Synergy_ZIP=5.29, Synergy_Bliss=5.04, Synergy_Loewe=9.72, Synergy_HSA=10.0. (4) Drug 1: CC(C)(C#N)C1=CC(=CC(=C1)CN2C=NC=N2)C(C)(C)C#N. Drug 2: CC1C(C(CC(O1)OC2CC(CC3=C2C(=C4C(=C3O)C(=O)C5=C(C4=O)C(=CC=C5)OC)O)(C(=O)CO)O)N)O.Cl. Cell line: UACC62. Synergy scores: CSS=51.6, Synergy_ZIP=-0.591, Synergy_Bliss=0.0531, Synergy_Loewe=-0.615, Synergy_HSA=-0.192. (5) Drug 1: CC(C1=C(C=CC(=C1Cl)F)Cl)OC2=C(N=CC(=C2)C3=CN(N=C3)C4CCNCC4)N. Drug 2: CC1=CC=C(C=C1)C2=CC(=NN2C3=CC=C(C=C3)S(=O)(=O)N)C(F)(F)F. Cell line: MALME-3M. Synergy scores: CSS=3.99, Synergy_ZIP=0.832, Synergy_Bliss=5.64, Synergy_Loewe=-2.44, Synergy_HSA=2.59. (6) Drug 1: CS(=O)(=O)CCNCC1=CC=C(O1)C2=CC3=C(C=C2)N=CN=C3NC4=CC(=C(C=C4)OCC5=CC(=CC=C5)F)Cl. Drug 2: C1CN1C2=NC(=NC(=N2)N3CC3)N4CC4. Cell line: CCRF-CEM. Synergy scores: CSS=42.2, Synergy_ZIP=0.663, Synergy_Bliss=-3.61, Synergy_Loewe=-28.5, Synergy_HSA=-8.55. (7) Drug 1: C1CN1C2=NC(=NC(=N2)N3CC3)N4CC4. Drug 2: CS(=O)(=O)OCCCCOS(=O)(=O)C. Cell line: OVCAR3. Synergy scores: CSS=8.96, Synergy_ZIP=-6.24, Synergy_Bliss=-1.23, Synergy_Loewe=-23.0, Synergy_HSA=-2.30. (8) Drug 1: CC(C1=C(C=CC(=C1Cl)F)Cl)OC2=C(N=CC(=C2)C3=CN(N=C3)C4CCNCC4)N. Synergy scores: CSS=2.00, Synergy_ZIP=4.47, Synergy_Bliss=1.14, Synergy_Loewe=0.628, Synergy_HSA=0.665. Cell line: SNB-75. Drug 2: C1=NNC2=C1C(=O)NC=N2. (9) Drug 1: CC(C)(C1=NC(=CC=C1)N2C3=NC(=NC=C3C(=O)N2CC=C)NC4=CC=C(C=C4)N5CCN(CC5)C)O. Drug 2: CCC1=C2CN3C(=CC4=C(C3=O)COC(=O)C4(CC)O)C2=NC5=C1C=C(C=C5)O. Cell line: SK-OV-3. Synergy scores: CSS=49.0, Synergy_ZIP=8.77, Synergy_Bliss=9.93, Synergy_Loewe=5.52, Synergy_HSA=11.4. (10) Drug 1: CCC1(CC2CC(C3=C(CCN(C2)C1)C4=CC=CC=C4N3)(C5=C(C=C6C(=C5)C78CCN9C7C(C=CC9)(C(C(C8N6C=O)(C(=O)OC)O)OC(=O)C)CC)OC)C(=O)OC)O.OS(=O)(=O)O. Drug 2: C1CC(C1)(C(=O)O)C(=O)O.[NH2-].[NH2-].[Pt+2]. Cell line: MOLT-4. Synergy scores: CSS=96.1, Synergy_ZIP=-2.52, Synergy_Bliss=-2.92, Synergy_Loewe=-3.13, Synergy_HSA=-0.705.